Dataset: Peptide-MHC class I binding affinity with 185,985 pairs from IEDB/IMGT. Task: Regression. Given a peptide amino acid sequence and an MHC pseudo amino acid sequence, predict their binding affinity value. This is MHC class I binding data. (1) The peptide sequence is VIANSTNAT. The MHC is HLA-A02:12 with pseudo-sequence HLA-A02:12. The binding affinity (normalized) is 0.352. (2) The peptide sequence is IVNRNRQGY. The MHC is HLA-B18:01 with pseudo-sequence HLA-B18:01. The binding affinity (normalized) is 0. (3) The peptide sequence is QPAGGKAEF. The MHC is HLA-B18:01 with pseudo-sequence HLA-B18:01. The binding affinity (normalized) is 0.0847. (4) The peptide sequence is RRAARAEYL. The MHC is HLA-B18:01 with pseudo-sequence HLA-B18:01. The binding affinity (normalized) is 0.0348.